This data is from Reaction yield outcomes from USPTO patents with 853,638 reactions. The task is: Predict the reaction yield, written as a fraction of the theoretical maximum amount of product (1.0 means a 100% yield; for example, 0.34 means a 34% yield). The reactants are [NH2:1][C:2]1[CH:30]=[CH:29][C:5]2[NH:6][C:7]([C:12]3[C:13](=[O:28])[N:14]([CH2:23][CH2:24][CH:25]([CH3:27])[CH3:26])[C:15]4[C:20]([C:21]=3[OH:22])=[CH:19][CH:18]=[CH:17][N:16]=4)=[N:8][S:9](=[O:11])(=[O:10])[C:4]=2[CH:3]=1.[CH3:31][S:32](Cl)(=[O:34])=[O:33]. The product is [OH:22][C:21]1[C:20]2[C:15](=[N:16][CH:17]=[CH:18][CH:19]=2)[N:14]([CH2:23][CH2:24][CH:25]([CH3:27])[CH3:26])[C:13](=[O:28])[C:12]=1[C:7]1[NH:6][C:5]2[CH:29]=[CH:30][C:2]([NH:1][S:32]([CH3:31])(=[O:34])=[O:33])=[CH:3][C:4]=2[S:9](=[O:11])(=[O:10])[N:8]=1. The yield is 0.350. The catalyst is N1C=CC=CC=1.C(OCC)(=O)C.